Dataset: Full USPTO retrosynthesis dataset with 1.9M reactions from patents (1976-2016). Task: Predict the reactants needed to synthesize the given product. (1) Given the product [CH:24]1([N:10]2[C:11]3=[N:12][CH:13]=[N:14][C:15]([NH2:17])=[C:16]3[C:8]([NH:7][C:1]3[CH:2]=[CH:3][CH:4]=[CH:5][CH:6]=3)=[N:9]2)[CH2:27][CH2:26][CH2:25]1, predict the reactants needed to synthesize it. The reactants are: [C:1]1([NH:7][C:8]2[C:16]3[C:11](=[N:12][CH:13]=[N:14][C:15]=3[NH2:17])[NH:10][N:9]=2)[CH:6]=[CH:5][CH:4]=[CH:3][CH:2]=1.C(=O)([O-])[O-].[K+].[K+].[CH:24]1(Br)[CH2:27][CH2:26][CH2:25]1. (2) Given the product [Br:1][C:2]1[CH:7]=[CH:6][C:5]2[N:8]([CH2:9][CH2:10][CH2:11][C:12]3[CH:13]=[CH:14][CH:15]=[CH:16][CH:17]=3)[CH:19]=[N:18][C:4]=2[CH:3]=1, predict the reactants needed to synthesize it. The reactants are: [Br:1][C:2]1[CH:3]=[C:4]([NH2:18])[C:5]([NH:8][CH2:9][CH2:10][CH2:11][C:12]2[CH:17]=[CH:16][CH:15]=[CH:14][CH:13]=2)=[CH:6][CH:7]=1.[CH:19](OC)(OC)OC. (3) Given the product [OH:1][CH:2]([C:6]1[CH:11]=[CH:10][C:9]([C:12]2[N:16]=[C:15]([C:17]3[O:21][N:20]=[C:19]([C:22]4[CH:27]=[CH:26][CH:25]=[CH:24][CH:23]=4)[C:18]=3[C:28]([F:31])([F:29])[F:30])[O:14][N:13]=2)=[CH:8][CH:7]=1)[C:3]([NH:39][CH2:38][C:34]1[S:33][CH:37]=[CH:36][N:35]=1)=[O:5], predict the reactants needed to synthesize it. The reactants are: [OH:1][CH:2]([C:6]1[CH:11]=[CH:10][C:9]([C:12]2[N:16]=[C:15]([C:17]3[O:21][N:20]=[C:19]([C:22]4[CH:27]=[CH:26][CH:25]=[CH:24][CH:23]=4)[C:18]=3[C:28]([F:31])([F:30])[F:29])[O:14][N:13]=2)=[CH:8][CH:7]=1)[C:3]([OH:5])=O.Cl.[S:33]1[CH:37]=[CH:36][N:35]=[C:34]1[CH2:38][NH2:39].CN1CCOCC1.CN(C(ON1N=NC2C=CC=NC1=2)=[N+](C)C)C.F[P-](F)(F)(F)(F)F. (4) Given the product [CH:13]1[C:14]2[CH:2]([NH:1][CH:20]3[CH2:19][CH2:18][C:17]([C:24]4[CH:25]=[CH:26][CH:27]=[CH:28][CH:29]=4)([N:16]([CH3:30])[CH3:15])[CH2:22][CH2:21]3)[C:3]3[C:8](=[CH:7][CH:6]=[CH:5][CH:4]=3)[C:9]=2[CH:10]=[CH:11][CH:12]=1, predict the reactants needed to synthesize it. The reactants are: [NH2:1][CH:2]1[C:14]2[CH:13]=[CH:12][CH:11]=[CH:10][C:9]=2[C:8]2[C:3]1=[CH:4][CH:5]=[CH:6][CH:7]=2.[CH3:15][N:16]([CH3:30])[C:17]1([C:24]2[CH:29]=[CH:28][CH:27]=[CH:26][CH:25]=2)[CH2:22][CH2:21][C:20](=O)[CH2:19][CH2:18]1.C(O)(=O)C. (5) The reactants are: Br[CH:2]([C:15]1[CH:20]=[CH:19][C:18]([F:21])=[CH:17][N:16]=1)[C:3]([NH:5][C:6]1[CH:14]=[CH:13][CH:12]=[CH:11][C:7]=1[C:8]([NH2:10])=[O:9])=O.[CH3:22][O-:23].[Na+].CO. Given the product [F:21][C:18]1[CH:19]=[CH:20][C:15]([CH:2]([O:23][CH3:22])[C:3]2[N:10]=[C:8]([OH:9])[C:7]3[C:6](=[CH:14][CH:13]=[CH:12][CH:11]=3)[N:5]=2)=[N:16][CH:17]=1, predict the reactants needed to synthesize it. (6) Given the product [Cl:4][C:5]1[CH:10]=[CH:9][CH:8]=[CH:7][C:6]=1[C:11]1[N:20]=[C:19]([N:21]2[CH2:26][CH2:25][CH:24]([C:27]([N:2]([CH3:3])[CH3:1])=[O:29])[CH2:23][CH2:22]2)[C:18]2[C:13](=[CH:14][CH:15]=[CH:16][CH:17]=2)[N:12]=1, predict the reactants needed to synthesize it. The reactants are: [CH3:1][NH:2][CH3:3].[Cl:4][C:5]1[CH:10]=[CH:9][CH:8]=[CH:7][C:6]=1[C:11]1[N:20]=[C:19]([N:21]2[CH2:26][CH2:25][CH:24]([C:27]([OH:29])=O)[CH2:23][CH2:22]2)[C:18]2[C:13](=[CH:14][CH:15]=[CH:16][CH:17]=2)[N:12]=1. (7) Given the product [C:38]([N:45]1[CH2:46][CH:47]([NH:1][C@H:2]([CH2:23][C:24]2[CH:29]=[CH:28][C:27]([Cl:30])=[CH:26][CH:25]=2)[C:3]([NH:5][N:6]2[CH2:10][CH2:9][C@H:8]([N:11]([CH:17]3[CH2:22][CH2:21][CH2:20][CH2:19][CH2:18]3)[C:12](=[O:16])[CH:13]([CH3:15])[CH3:14])[CH2:7]2)=[O:4])[CH2:48]1)([O:40][C:41]([CH3:44])([CH3:43])[CH3:42])=[O:39], predict the reactants needed to synthesize it. The reactants are: [NH2:1][C@H:2]([CH2:23][C:24]1[CH:29]=[CH:28][C:27]([Cl:30])=[CH:26][CH:25]=1)[C:3]([NH:5][N:6]1[CH2:10][CH2:9][C@@H:8]([N:11]([CH:17]2[CH2:22][CH2:21][CH2:20][CH2:19][CH2:18]2)[C:12](=[O:16])[CH:13]([CH3:15])[CH3:14])[CH2:7]1)=[O:4].C(O)(C(F)(F)F)=O.[C:38]([N:45]1[CH2:48][C:47](=O)[CH2:46]1)([O:40][C:41]([CH3:44])([CH3:43])[CH3:42])=[O:39].